This data is from NCI-60 drug combinations with 297,098 pairs across 59 cell lines. The task is: Regression. Given two drug SMILES strings and cell line genomic features, predict the synergy score measuring deviation from expected non-interaction effect. (1) Drug 1: CC12CCC3C(C1CCC2=O)CC(=C)C4=CC(=O)C=CC34C. Drug 2: CN(C(=O)NC(C=O)C(C(C(CO)O)O)O)N=O. Cell line: SF-268. Synergy scores: CSS=47.7, Synergy_ZIP=-2.55, Synergy_Bliss=-2.16, Synergy_Loewe=-0.756, Synergy_HSA=-1.18. (2) Drug 1: CN1CCC(CC1)COC2=C(C=C3C(=C2)N=CN=C3NC4=C(C=C(C=C4)Br)F)OC. Drug 2: CC1C(C(CC(O1)OC2CC(CC3=C2C(=C4C(=C3O)C(=O)C5=C(C4=O)C(=CC=C5)OC)O)(C(=O)C)O)N)O.Cl. Cell line: NCI-H226. Synergy scores: CSS=27.2, Synergy_ZIP=-3.89, Synergy_Bliss=2.80, Synergy_Loewe=-4.17, Synergy_HSA=2.91. (3) Drug 1: CC12CCC(CC1=CCC3C2CCC4(C3CC=C4C5=CN=CC=C5)C)O. Drug 2: C1CCC(CC1)NC(=O)N(CCCl)N=O. Cell line: MDA-MB-435. Synergy scores: CSS=23.9, Synergy_ZIP=2.92, Synergy_Bliss=10.3, Synergy_Loewe=3.59, Synergy_HSA=6.88. (4) Synergy scores: CSS=46.8, Synergy_ZIP=3.56, Synergy_Bliss=3.75, Synergy_Loewe=-13.3, Synergy_HSA=3.98. Drug 1: COC1=C(C=C2C(=C1)N=CN=C2NC3=CC(=C(C=C3)F)Cl)OCCCN4CCOCC4. Cell line: RPMI-8226. Drug 2: CC1C(C(CC(O1)OC2CC(CC3=C2C(=C4C(=C3O)C(=O)C5=C(C4=O)C(=CC=C5)OC)O)(C(=O)CO)O)N)O.Cl. (5) Drug 1: CC1=C2C(C(=O)C3(C(CC4C(C3C(C(C2(C)C)(CC1OC(=O)C(C(C5=CC=CC=C5)NC(=O)OC(C)(C)C)O)O)OC(=O)C6=CC=CC=C6)(CO4)OC(=O)C)OC)C)OC. Drug 2: CCC(=C(C1=CC=CC=C1)C2=CC=C(C=C2)OCCN(C)C)C3=CC=CC=C3.C(C(=O)O)C(CC(=O)O)(C(=O)O)O. Cell line: OVCAR-5. Synergy scores: CSS=59.3, Synergy_ZIP=7.02, Synergy_Bliss=9.82, Synergy_Loewe=-20.3, Synergy_HSA=10.6. (6) Drug 1: C1=CC=C(C(=C1)C(C2=CC=C(C=C2)Cl)C(Cl)Cl)Cl. Drug 2: CCCCCOC(=O)NC1=NC(=O)N(C=C1F)C2C(C(C(O2)C)O)O. Cell line: RXF 393. Synergy scores: CSS=0.653, Synergy_ZIP=-1.11, Synergy_Bliss=-2.40, Synergy_Loewe=-1.82, Synergy_HSA=-1.74. (7) Drug 1: CCN(CC)CCNC(=O)C1=C(NC(=C1C)C=C2C3=C(C=CC(=C3)F)NC2=O)C. Drug 2: C1=CC=C(C(=C1)C(C2=CC=C(C=C2)Cl)C(Cl)Cl)Cl. Cell line: DU-145. Synergy scores: CSS=10.2, Synergy_ZIP=-3.99, Synergy_Bliss=-0.731, Synergy_Loewe=-4.66, Synergy_HSA=0.159. (8) Drug 1: C1=C(C(=O)NC(=O)N1)F. Drug 2: C(CC(=O)O)C(=O)CN.Cl. Cell line: HOP-92. Synergy scores: CSS=14.7, Synergy_ZIP=-6.27, Synergy_Bliss=-9.32, Synergy_Loewe=-5.21, Synergy_HSA=-4.26. (9) Drug 1: C1CCN(CC1)CCOC2=CC=C(C=C2)C(=O)C3=C(SC4=C3C=CC(=C4)O)C5=CC=C(C=C5)O. Drug 2: C1=CC(=C2C(=C1NCCNCCO)C(=O)C3=C(C=CC(=C3C2=O)O)O)NCCNCCO. Cell line: PC-3. Synergy scores: CSS=36.6, Synergy_ZIP=6.05, Synergy_Bliss=7.69, Synergy_Loewe=-13.5, Synergy_HSA=7.32.